Task: Predict the reactants needed to synthesize the given product.. Dataset: Full USPTO retrosynthesis dataset with 1.9M reactions from patents (1976-2016) Given the product [NH2:1][C:2]1[N:10]=[C:9]([O:11][CH2:12][CH2:13][CH2:14][CH3:15])[N:8]=[C:7]2[C:3]=1[NH:4][C:5](=[O:27])[N:6]2[CH2:16][CH2:17][CH2:18][NH2:19], predict the reactants needed to synthesize it. The reactants are: [NH2:1][C:2]1[N:10]=[C:9]([O:11][CH2:12][CH2:13][CH2:14][CH3:15])[N:8]=[C:7]2[C:3]=1[N:4]=[C:5]([O:27]C)[N:6]2[CH2:16][CH2:17][CH2:18][NH:19]C(=O)OC(C)(C)C.Cl.